Dataset: Catalyst prediction with 721,799 reactions and 888 catalyst types from USPTO. Task: Predict which catalyst facilitates the given reaction. (1) Product: [CH3:7][C:5]1[S:4][C:3]([C:8]2[CH:9]=[CH:10][N:29]=[C:27]([NH:26][C:23]3[CH:24]=[CH:25][C:20]([OH:19])=[C:21]([N+:15]([O-:18])=[O:16])[CH:22]=3)[N:28]=2)=[C:2]([CH3:1])[N:6]=1. The catalyst class is: 141. Reactant: [CH3:1][C:2]1[N:6]=[C:5]([CH3:7])[S:4][C:3]=1/[CH:8]=[CH:9]/[C:10](N(C)C)=O.[N+:15]([O-:18])(O)=[O:16].[OH:19][C:20]1[CH:25]=[CH:24][C:23]([NH:26][C:27]([NH2:29])=[NH:28])=[C:22]([N+]([O-])=O)[CH:21]=1.[OH-].[Na+]. (2) Reactant: Cl.Cl.[CH:3]1([N:7]2[CH2:13][CH2:12][CH2:11][NH:10][CH2:9][CH2:8]2)[CH2:6][CH2:5][CH2:4]1.CC[N:16]([CH2:19][C:20]1[CH:25]=[CH:24][CH:23]=[CH:22][CH:21]=1)CC.C=[CH:27][C:28]1[CH:33]=[CH:32][CH:31]=[CH:30][CH:29]=1.C=CC1C=CC(C=C)=CC=1.C1C=CC2N([OH:53])N=NC=2C=1.C(Cl)C[Cl:56]. Product: [ClH:56].[CH:3]1([N:7]2[CH2:13][CH2:12][CH2:11][N:10]([C:27]([C:28]3[CH:33]=[CH:32][C:31]([C:23]4[CH:22]=[CH:21][C:20]([C:19]#[N:16])=[CH:25][CH:24]=4)=[CH:30][CH:29]=3)=[O:53])[CH2:9][CH2:8]2)[CH2:6][CH2:5][CH2:4]1. The catalyst class is: 2. (3) The catalyst class is: 2. Product: [F:22][C:4]1[CH:5]=[C:6]([O:7][CH2:8][CH2:9][CH2:10][CH:11]2[CH2:16][CH2:15][NH:14][CH2:13][CH2:12]2)[CH:20]=[CH:21][C:3]=1[C:1]#[N:2]. Reactant: [C:1]([C:3]1[CH:21]=[CH:20][C:6]([O:7][CH2:8][CH2:9][CH2:10][CH:11]2[CH2:16][CH2:15][N:14](C([O-])=O)[CH2:13][CH2:12]2)=[CH:5][C:4]=1[F:22])#[N:2].FC(F)(F)C(O)=O. (4) Reactant: [Br:1][C:2]1[CH:7]=[CH:6][C:5]([CH2:8][OH:9])=[CH:4][CH:3]=1.[H-].[Na+].F[C:13]1[CH:18]=[CH:17][CH:16]=[C:15]([CH3:19])[N:14]=1. Product: [Br:1][C:2]1[CH:7]=[CH:6][C:5]([CH2:8][O:9][C:13]2[CH:18]=[CH:17][CH:16]=[C:15]([CH3:19])[N:14]=2)=[CH:4][CH:3]=1. The catalyst class is: 9. (5) The catalyst class is: 288. Product: [CH3:1][O:2][C:3]1[CH:8]=[CH:7][C:6]([S:9]([N:12]([C:13]2[CH:14]=[C:15](/[C:19](/[C:26]3[CH:31]=[CH:30][CH:29]=[CH:28][CH:27]=3)=[CH:20]\[C:21]([OH:23])=[O:22])[CH:16]=[CH:17][CH:18]=2)[CH3:36])(=[O:11])=[O:10])=[CH:5][CH:4]=1. Reactant: [CH3:1][O:2][C:3]1[CH:8]=[CH:7][C:6]([S:9]([NH:12][C:13]2[CH:14]=[C:15](/[C:19](/[C:26]3[CH:31]=[CH:30][CH:29]=[CH:28][CH:27]=3)=[CH:20]\[C:21]([O:23]CC)=[O:22])[CH:16]=[CH:17][CH:18]=2)(=[O:11])=[O:10])=[CH:5][CH:4]=1.[H-].[Na+].[H][H].[CH3:36]I. (6) Reactant: [CH3:1][Si:2]([CH3:27])([CH3:26])[CH2:3][CH2:4][O:5][CH2:6][N:7]1[CH:11]=[C:10]([CH:12]2[CH2:20][C:19]3[NH:18][N:17]=[C:16]([C:21]([O:23][CH2:24][CH3:25])=[O:22])[C:15]=3[CH2:14][CH2:13]2)[CH:9]=[N:8]1.[H-].[Na+].[CH3:30][Si:31]([CH2:34][CH2:35][O:36][CH2:37]Cl)([CH3:33])[CH3:32]. Product: [CH3:30][Si:31]([CH3:33])([CH3:32])[CH2:34][CH2:35][O:36][CH2:37][N:18]1[C:19]2[CH2:20][CH:12]([C:10]3[CH:9]=[N:8][N:7]([CH2:6][O:5][CH2:4][CH2:3][Si:2]([CH3:26])([CH3:27])[CH3:1])[CH:11]=3)[CH2:13][CH2:14][C:15]=2[C:16]([C:21]([O:23][CH2:24][CH3:25])=[O:22])=[N:17]1. The catalyst class is: 1. (7) Reactant: [CH2:1]([O:8][C:9]([NH:11][C@@H:12]([CH2:18][CH2:19][CH2:20][NH:21][C:22]([O:24][C:25]([CH3:28])([CH3:27])[CH3:26])=[O:23])[CH2:13][CH2:14]C(O)=O)=[O:10])[C:2]1[CH:7]=[CH:6][CH:5]=[CH:4][CH:3]=1.[NH2:29][CH2:30][C@@H:31]([NH:43][C:44]([O:46][C:47]([CH3:50])([CH3:49])[CH3:48])=[O:45])[CH2:32][CH2:33][CH2:34][NH:35][C:36](=[O:42])[O:37][C:38]([CH3:41])([CH3:40])[CH3:39].C(Cl)CCl.C1C=CC2N([OH:64])N=NC=2C=1. Product: [C:47]([O:46][C:44]([NH:43][C@@H:31]([CH2:32][CH2:33][CH2:34][NH:35][C:36]([O:37][C:38]([CH3:41])([CH3:40])[CH3:39])=[O:42])[CH2:30][NH:29][C:14](=[O:64])[CH2:13][C@@H:12]([NH:11][C:9](=[O:10])[O:8][CH2:1][C:2]1[CH:3]=[CH:4][CH:5]=[CH:6][CH:7]=1)[CH2:18][CH2:19][CH2:20][NH:21][C:22]([O:24][C:25]([CH3:26])([CH3:27])[CH3:28])=[O:23])=[O:45])([CH3:50])([CH3:49])[CH3:48]. The catalyst class is: 9. (8) Reactant: [F:1][C:2]([F:18])([F:17])[C:3]([NH:5][C@@H:6]([CH3:16])[C@H:7]([OH:15])[C:8]1[CH:13]=[CH:12][C:11]([OH:14])=[CH:10][CH:9]=1)=[O:4].[N+:19]([O-])([OH:21])=[O:20].C(OCC)(=O)C. Product: [F:1][C:2]([F:17])([F:18])[C:3]([NH:5][C@@H:6]([CH3:16])[C@H:7]([OH:15])[C:8]1[CH:13]=[CH:12][C:11]([OH:14])=[C:10]([N+:19]([O-:21])=[O:20])[CH:9]=1)=[O:4]. The catalyst class is: 15. (9) Reactant: [F:1][C:2]1[CH:3]=[C:4]([C:9]2([OH:14])[CH2:13][CH2:12][NH:11][CH2:10]2)[CH:5]=[C:6]([F:8])[CH:7]=1.[C:15](#N)[CH3:16].[C:18](=O)([O-])[O-:19].[K+].[K+].C(O)(=O)C(O)=O. Product: [F:1][C:2]1[CH:3]=[C:4]([C:9]2([OH:14])[CH2:13][CH2:12][N:11]([CH2:16][CH2:15][O:19][CH3:18])[CH2:10]2)[CH:5]=[C:6]([F:8])[CH:7]=1. The catalyst class is: 5.